Predict the reaction yield, written as a fraction of the theoretical maximum amount of product (1.0 means a 100% yield; for example, 0.34 means a 34% yield). From a dataset of Reaction yield outcomes from USPTO patents with 853,638 reactions. (1) The reactants are [CH2:1]([N:8]1[CH2:13][CH2:12][N:11]2[CH:14]=[N:15][CH:16]=[C:10]2[CH2:9]1)[C:2]1[CH:7]=[CH:6][CH:5]=[CH:4][CH:3]=1.[Li]CCCC.[CH:22](=[O:24])[CH3:23]. The catalyst is C1COCC1.C([O-])(O)=O.[Na+].CCOC(C)=O. The product is [CH2:1]([N:8]1[CH2:13][CH2:12][N:11]2[C:14]([CH:22]([OH:24])[CH3:23])=[N:15][CH:16]=[C:10]2[CH2:9]1)[C:2]1[CH:7]=[CH:6][CH:5]=[CH:4][CH:3]=1. The yield is 0.440. (2) The reactants are CCN(CC)CC.[C:8]([O:12][C:13]([NH:15][C:16](=[N:22][C:23](=[O:29])[O:24][C:25]([CH3:28])([CH3:27])[CH3:26])N1C=CC=N1)=[O:14])([CH3:11])([CH3:10])[CH3:9].[NH2:30][CH2:31][C:32]1([C:35]2[O:39][C:38]([CH:40]3[CH2:46][CH2:45][C@@H:44]4[CH2:47][N:41]3[C:42](=[O:56])[N:43]4[O:48][CH2:49][C:50]3[CH:55]=[CH:54][CH:53]=[CH:52][CH:51]=3)=[N:37][N:36]=2)[CH2:34][CH2:33]1. The catalyst is CO. The product is [C:25]([O:24][C:23]([N:22]=[C:16]([NH:15][C:13]([O:12][C:8]([CH3:11])([CH3:10])[CH3:9])=[O:14])[NH:30][CH2:31][C:32]1([C:35]2[O:39][C:38]([CH:40]3[CH2:46][CH2:45][C@@H:44]4[CH2:47][N:41]3[C:42](=[O:56])[N:43]4[O:48][CH2:49][C:50]3[CH:55]=[CH:54][CH:53]=[CH:52][CH:51]=3)=[N:37][N:36]=2)[CH2:33][CH2:34]1)=[O:29])([CH3:28])([CH3:27])[CH3:26]. The yield is 0.860.